This data is from Forward reaction prediction with 1.9M reactions from USPTO patents (1976-2016). The task is: Predict the product of the given reaction. (1) Given the reactants C([O:8][C:9]1[CH:14]=[CH:13][C:12]([CH2:15]/[C:16](/[C:23]2[S:24][CH:25]=[CH:26][N:27]=2)=[CH:17]/[C:18]([O:20][CH2:21][CH3:22])=[O:19])=[CH:11][CH:10]=1)C1C=CC=CC=1, predict the reaction product. The product is: [OH:8][C:9]1[CH:14]=[CH:13][C:12]([CH2:15][CH:16]([C:23]2[S:24][CH:25]=[CH:26][N:27]=2)[CH2:17][C:18]([O:20][CH2:21][CH3:22])=[O:19])=[CH:11][CH:10]=1. (2) Given the reactants C(O)(=O)C.C(OC(=O)C)(=O)C.[Cl:12][CH2:13][CH2:14][O:15][C:16]1[CH:17]=[C:18]([CH:23]=[CH:24][C:25]=1[O:26][CH3:27])[C:19]([O:21][CH3:22])=[O:20].[N+:28]([O-])([OH:30])=[O:29], predict the reaction product. The product is: [Cl:12][CH2:13][CH2:14][O:15][C:16]1[C:25]([O:26][CH3:27])=[CH:24][C:23]([N+:28]([O-:30])=[O:29])=[C:18]([CH:17]=1)[C:19]([O:21][CH3:22])=[O:20].